This data is from Forward reaction prediction with 1.9M reactions from USPTO patents (1976-2016). The task is: Predict the product of the given reaction. Given the reactants [BH4-].[Na+].[Cl:3][C:4]1[CH:9]=[CH:8][C:7]([NH:10][C:11]2[C:12]([CH:24]=[O:25])=[N:13][CH:14]=[C:15]([N:17]3[C:21]([CH3:22])=[CH:20][C:19]([CH3:23])=[N:18]3)[N:16]=2)=[CH:6][CH:5]=1, predict the reaction product. The product is: [Cl:3][C:4]1[CH:5]=[CH:6][C:7]([NH:10][C:11]2[C:12]([CH2:24][OH:25])=[N:13][CH:14]=[C:15]([N:17]3[C:21]([CH3:22])=[CH:20][C:19]([CH3:23])=[N:18]3)[N:16]=2)=[CH:8][CH:9]=1.